From a dataset of Full USPTO retrosynthesis dataset with 1.9M reactions from patents (1976-2016). Predict the reactants needed to synthesize the given product. (1) The reactants are: [Cl:1][C:2]1[CH:9]=[C:8]([OH:10])[CH:7]=[CH:6][C:3]=1[C:4]#N.S(=O)(=O)(O)[OH:12].[CH2:16]([OH:18])[CH3:17]. Given the product [CH2:16]([O:18][C:4](=[O:12])[C:3]1[CH:6]=[CH:7][C:8]([OH:10])=[CH:9][C:2]=1[Cl:1])[CH3:17], predict the reactants needed to synthesize it. (2) Given the product [NH2:34][C@@H:30]1[CH2:31][CH2:32][CH2:33][N:28]([C:7]2[N:8]=[C:9]([NH:10][C:11]3[CH:12]=[CH:13][C:14]([CH:17]4[CH2:22][CH2:21][N:20]([CH:23]5[CH2:24][CH2:25][CH2:26][CH2:27]5)[CH2:19][CH2:18]4)=[CH:15][CH:16]=3)[C:4]([C:1]([NH2:2])=[O:3])=[N:5][CH:6]=2)[C@@H:29]1[CH3:42].[ClH:51], predict the reactants needed to synthesize it. The reactants are: [C:1]([C:4]1[N:5]=[CH:6][C:7]([N:28]2[CH2:33][CH2:32][CH2:31][C@@H:30]([NH:34]C(=O)OC(C)(C)C)[C@H:29]2[CH3:42])=[N:8][C:9]=1[NH:10][C:11]1[CH:16]=[CH:15][C:14]([CH:17]2[CH2:22][CH2:21][N:20]([CH:23]3[CH2:27][CH2:26][CH2:25][CH2:24]3)[CH2:19][CH2:18]2)=[CH:13][CH:12]=1)(=[O:3])[NH2:2].C(O)(C(F)(F)F)=O.C(Cl)[Cl:51]. (3) Given the product [C:23]([O:22][C:20]([N:3]([CH2:5][C:6]1[CH:7]=[CH:8][C:9]([N+:15]([O-:17])=[O:16])=[C:10]([CH:14]=1)[C:11]([OH:13])=[O:12])[CH3:1])=[O:21])([CH3:26])([CH3:25])[CH3:24], predict the reactants needed to synthesize it. The reactants are: [C:1](#[N:3])C.Cl.[CH3:5][C:6]1[CH:7]=[C:8](CN)[C:9]([N+:15]([O-:17])=[O:16])=[C:10]([CH:14]=1)[C:11]([OH:13])=[O:12].[C:20](O[C:20]([O:22][C:23]([CH3:26])([CH3:25])[CH3:24])=[O:21])([O:22][C:23]([CH3:26])([CH3:25])[CH3:24])=[O:21]. (4) Given the product [C:4]([CH2:6][C:7]([C:9]1[CH:18]=[CH:17][C:16]2[C:11](=[CH:12][CH:13]=[CH:14][CH:15]=2)[C:10]=1[NH:19][CH2:20][C:21]([O:23][C:24]([CH3:27])([CH3:26])[CH3:25])=[O:22])=[O:8])([OH:5])=[O:3], predict the reactants needed to synthesize it. The reactants are: C([O:3][C:4]([CH2:6][C:7]([C:9]1[CH:18]=[CH:17][C:16]2[C:11](=[CH:12][CH:13]=[CH:14][CH:15]=2)[C:10]=1[NH:19][CH2:20][C:21]([O:23][C:24]([CH3:27])([CH3:26])[CH3:25])=[O:22])=[O:8])=[O:5])C.[Li+].[OH-].OS([O-])(=O)=O.[Na+]. (5) Given the product [Cl:29][C:25]1[CH:26]=[C:27]2[C:22](=[CH:23][CH:24]=1)[C:21](=[O:30])[N:20]([C:18]1[CH:19]=[C:14]([CH:11]3[CH2:12][CH2:13][NH:8][CH2:9][CH2:10]3)[CH:15]=[N:16][CH:17]=1)[CH2:28]2, predict the reactants needed to synthesize it. The reactants are: C(OC([N:8]1[CH2:13][CH2:12][CH:11]([C:14]2[CH:15]=[N:16][CH:17]=[C:18]([N:20]3[CH2:28][C:27]4[C:22](=[CH:23][CH:24]=[C:25]([Cl:29])[CH:26]=4)[C:21]3=[O:30])[CH:19]=2)[CH2:10][CH2:9]1)=O)(C)(C)C.C(Cl)(=O)C. (6) Given the product [Cl:1][C:2]1[CH:3]=[CH:4][C:5]([C:8]2[C:14]3[CH:15]=[C:16]([O:19][CH3:20])[CH:17]=[CH:18][C:13]=3[N:12]3[C:21]([CH3:24])=[N:22][N:23]=[C:11]3[C@H:10]([CH2:25][C:26]([NH:29][CH2:30][CH2:31][C:32]3[N:36]=[CH:35][NH:34][CH:33]=3)=[O:27])[N:9]=2)=[CH:6][CH:7]=1, predict the reactants needed to synthesize it. The reactants are: [Cl:1][C:2]1[CH:7]=[CH:6][C:5]([C:8]2[C:14]3[CH:15]=[C:16]([O:19][CH3:20])[CH:17]=[CH:18][C:13]=3[N:12]3[C:21]([CH3:24])=[N:22][N:23]=[C:11]3[C@H:10]([CH2:25][C:26](O)=[O:27])[N:9]=2)=[CH:4][CH:3]=1.[NH2:29][CH2:30][CH2:31][C:32]1[N:36]=[CH:35][NH:34][CH:33]=1.CCOC(C(C#N)=NOC(N1CCOCC1)=[N+](C)C)=O.F[P-](F)(F)(F)(F)F.CCN(C(C)C)C(C)C. (7) Given the product [C:50]([C:49](=[P:36]([C:37]1[CH:42]=[CH:41][CH:40]=[CH:39][CH:38]=1)([C:43]1[CH:48]=[CH:47][CH:46]=[CH:45][CH:44]=1)[C:30]1[CH:31]=[CH:32][CH:33]=[CH:34][CH:35]=1)[C:19]([C@@H:18]([NH:17][C:15](=[O:16])[O:14][C:8]1([CH2:1][C:2]2[CH:7]=[CH:6][CH:5]=[CH:4][CH:3]=2)[CH2:13][CH2:12][CH2:11][CH2:10][CH2:9]1)[CH2:23][CH2:24][CH2:25][CH3:26])=[O:20])#[N:51], predict the reactants needed to synthesize it. The reactants are: [CH2:1]([C:8]1([O:14][C:15]([NH:17][C@@H:18]([CH2:23][CH2:24][CH2:25][CH3:26])[C:19](OC)=[O:20])=[O:16])[CH2:13][CH2:12][CH2:11][CH2:10][CH2:9]1)[C:2]1[CH:7]=[CH:6][CH:5]=[CH:4][CH:3]=1.O.[OH-].[Li+].[C:30]1([P:36](=[CH:49][C:50]#[N:51])([C:43]2[CH:48]=[CH:47][CH:46]=[CH:45][CH:44]=2)[C:37]2[CH:42]=[CH:41][CH:40]=[CH:39][CH:38]=2)[CH:35]=[CH:34][CH:33]=[CH:32][CH:31]=1.O.